Dataset: Serine/threonine kinase 33 screen with 319,792 compounds. Task: Binary Classification. Given a drug SMILES string, predict its activity (active/inactive) in a high-throughput screening assay against a specified biological target. (1) The drug is O(C1(C(O)CCc2c1nc1occc1c2OC)C\C=C(/C)C)C. The result is 0 (inactive). (2) The drug is Clc1cc(n2c3[nH]c(SCC(=O)NCCCOC)nc(=O)c3sc2=S)c(OC)cc1. The result is 0 (inactive). (3) The drug is S1(=O)(=O)CC(N(CCCC)C(=O)c2sccc2)CC1. The result is 0 (inactive). (4) The drug is O(CC(=O)Nc1ccc(cc1)C(=O)C)C(=O)c1c(/N=N\c2ccc(N(C)C)cc2)cccc1. The result is 0 (inactive). (5) The compound is O=C(N(CCCc1ccc(C(C)(C)C)cc1)CCCN(C)C)C. The result is 0 (inactive). (6) The molecule is S(c1ccc(C2N3C(C4C2C(=O)N(C4=O)C)(CCCC3)C(OC)=O)cc1)CC. The result is 0 (inactive).